Dataset: Full USPTO retrosynthesis dataset with 1.9M reactions from patents (1976-2016). Task: Predict the reactants needed to synthesize the given product. (1) Given the product [Br:1][C:2]1[CH:3]=[CH:4][C:5]([CH:8]([C:16]2[CH:21]=[CH:20][CH:19]=[CH:18][C:17]=2[CH3:22])[CH2:9][C:10]([C:28]2[C:27]([F:31])=[CH:26][N:25]=[C:24]([Cl:23])[CH:29]=2)=[O:11])=[CH:6][CH:7]=1, predict the reactants needed to synthesize it. The reactants are: [Br:1][C:2]1[CH:7]=[CH:6][C:5]([CH:8]([C:16]2[CH:21]=[CH:20][CH:19]=[CH:18][C:17]=2[CH3:22])[CH2:9][C:10](N(OC)C)=[O:11])=[CH:4][CH:3]=1.[Cl:23][C:24]1[CH:29]=[C:28](I)[C:27]([F:31])=[CH:26][N:25]=1. (2) Given the product [CH3:40][C:41]1[CH:50]=[C:49]2[C:44]([CH:45]=[CH:46][CH:47]=[C:48]2[C:51]([OH:53])=[O:2])=[CH:43][CH:42]=1, predict the reactants needed to synthesize it. The reactants are: P([O-])(OC)[O:2]C.COC1C=CC(P2(SP(C3C=CC(OC)=CC=3)(=S)S2)=S)=CC=1.CC1C=CC2C(=CC=CC=2)C=1.[CH3:40][C:41]1[CH:50]=[C:49]2[C:44]([CH:45]=[CH:46][CH:47]=[C:48]2[C:51](=[O:53])C)=[CH:43][CH:42]=1.BrBr.COP(OC)(OC)=S. (3) Given the product [F:14][C:15]1[CH:21]=[CH:20][C:18]([NH:19][C:2]2[N:13]=[CH:12][CH:11]=[CH:10][C:3]=2[C:4]([NH:6][CH2:7][C:8]#[CH:9])=[O:5])=[CH:17][CH:16]=1, predict the reactants needed to synthesize it. The reactants are: Cl[C:2]1[N:13]=[CH:12][CH:11]=[CH:10][C:3]=1[C:4]([NH:6][CH2:7][C:8]#[CH:9])=[O:5].[F:14][C:15]1[CH:21]=[CH:20][C:18]([NH2:19])=[CH:17][CH:16]=1. (4) The reactants are: [CH2:1]([O:3][C:4]1[C:12]([O:13][CH3:14])=[CH:11][CH:10]=[CH:9][C:5]=1[CH2:6]CN)[CH3:2].[CH3:15][NH:16]CC1C=CC2C(=CC=CC=2)C=1CCC.[ClH:31].[NH2:32][C:33]1[N:38]=[CH:37][C:36](/[CH:39]=[CH:40]/[C:41]([OH:43])=O)=[CH:35][C:34]=1[CH2:44][N:45]1[CH2:50][CH2:49][O:48][CH2:47][CH2:46]1.Cl.CN1CC2C=C(/C=C/C(O)=O)C=NC=2NC(=O)C1. Given the product [ClH:31].[NH2:32][C:33]1[N:38]=[CH:37][C:36](/[CH:39]=[CH:40]/[C:41]([N:16]([CH2:6][C:5]2[CH:9]=[CH:10][CH:11]=[C:12]([O:13][CH3:14])[C:4]=2[O:3][CH2:1][CH3:2])[CH3:15])=[O:43])=[CH:35][C:34]=1[CH2:44][N:45]1[CH2:50][CH2:49][O:48][CH2:47][CH2:46]1, predict the reactants needed to synthesize it. (5) Given the product [Cl:23][C:24]1[CH:25]=[C:26]([NH:31][C:32](=[O:33])[N:3]([CH2:4][C:5]2[CH:13]=[CH:12][CH:11]=[C:10]3[C:6]=2[CH2:7][N:8]([CH:15]2[CH2:20][CH2:19][C:18](=[O:21])[NH:17][C:16]2=[O:22])[C:9]3=[O:14])[CH3:2])[CH:27]=[C:28]([Cl:30])[CH:29]=1, predict the reactants needed to synthesize it. The reactants are: Cl.[CH3:2][NH:3][CH2:4][C:5]1[CH:13]=[CH:12][CH:11]=[C:10]2[C:6]=1[CH2:7][N:8]([CH:15]1[CH2:20][CH2:19][C:18](=[O:21])[NH:17][C:16]1=[O:22])[C:9]2=[O:14].[Cl:23][C:24]1[CH:25]=[C:26]([N:31]=[C:32]=[O:33])[CH:27]=[C:28]([Cl:30])[CH:29]=1.C(N(C(C)C)CC)(C)C. (6) Given the product [Cl:1][C:2]1[CH:11]=[C:10]2[C:5]([CH:6]=[CH:7][C:8](/[CH:12]=[CH:13]/[C:14]3[CH:15]=[C:16]([CH:20]4[O:27][C:25](=[O:26])[C:24]5[CH:28]=[CH:29][CH:30]=[CH:31][C:23]=5[CH2:22][CH2:21]4)[CH:17]=[CH:18][CH:19]=3)=[N:9]2)=[CH:4][CH:3]=1, predict the reactants needed to synthesize it. The reactants are: [Cl:1][C:2]1[CH:11]=[C:10]2[C:5]([CH:6]=[CH:7][C:8](/[CH:12]=[CH:13]/[C:14]3[CH:15]=[C:16]([CH:20](O)[CH2:21][CH2:22][C:23]4[CH:31]=[CH:30][CH:29]=[CH:28][C:24]=4[C:25]([OH:27])=[O:26])[CH:17]=[CH:18][CH:19]=3)=[N:9]2)=[CH:4][CH:3]=1.C1(N=C=NC2CCCCC2)CCCCC1. (7) Given the product [CH:16]1([NH:19][C:20]2[C:29]3[C:24](=[CH:25][C:26]([N:4]4[C:5]5[CH2:6][C:7]([CH3:13])([CH3:12])[CH2:8][C:9](=[O:11])[C:10]=5[C:2]([CH3:1])=[CH:3]4)=[CH:27][CH:28]=3)[N:23]=[CH:22][N:21]=2)[CH2:18][CH2:17]1, predict the reactants needed to synthesize it. The reactants are: [CH3:1][C:2]1[C:10]2[C:9](=[O:11])[CH2:8][C:7]([CH3:13])([CH3:12])[CH2:6][C:5]=2[NH:4][CH:3]=1.[H-].[Na+].[CH:16]1([NH:19][C:20]2[C:29]3[C:24](=[CH:25][C:26](F)=[CH:27][CH:28]=3)[N:23]=[CH:22][N:21]=2)[CH2:18][CH2:17]1. (8) Given the product [Br:1][C:2]1[N:11]=[C:10]2[C:5]([CH:6]=[N:7][N:8]([CH2:17][C:16]3[CH:19]=[CH:20][CH:21]=[C:14]([Cl:13])[CH:15]=3)[C:9]2=[O:12])=[CH:4][CH:3]=1, predict the reactants needed to synthesize it. The reactants are: [Br:1][C:2]1[N:11]=[C:10]2[C:5]([CH:6]=[N:7][N:8]=[C:9]2[OH:12])=[CH:4][CH:3]=1.[Cl:13][C:14]1[CH:15]=[C:16]([CH:19]=[CH:20][CH:21]=1)[CH2:17]Br.C(=O)([O-])[O-].[Cs+].[Cs+]. (9) Given the product [CH2:2]1[C:39]2[C:40](=[CH:41][CH:42]=[C:43]([NH:45][C:2]3[N:7]=[C:6]([C:8]4[C:9]([C:17]5[CH:18]=[C:19]([NH:23][C:24](=[O:33])[C:25]6[CH:30]=[CH:29][CH:28]=[CH:27][CH:26]=6)[CH:20]=[CH:21][CH:22]=5)=[N:10][N:11]5[CH:16]=[CH:15][CH:14]=[CH:13][C:12]=45)[CH:5]=[CH:4][N:3]=3)[CH:44]=2)[CH2:5][CH2:4][NH:3]1, predict the reactants needed to synthesize it. The reactants are: Cl[C:2]1[N:7]=[C:6]([C:8]2[C:9]([C:17]3[CH:18]=[C:19]([NH:23][C:24](=[O:33])[C:25]4[C:30](F)=[CH:29][CH:28]=[CH:27][C:26]=4F)[CH:20]=[CH:21][CH:22]=3)=[N:10][N:11]3[CH:16]=[CH:15][CH:14]=[CH:13][C:12]=23)[CH:5]=[CH:4][N:3]=1.C(S([C:39]1[CH:40]=[CH:41][C:42](OC)=[C:43]([NH2:45])[CH:44]=1)(=O)=O)C.